Regression/Classification. Given a drug SMILES string, predict its absorption, distribution, metabolism, or excretion properties. Task type varies by dataset: regression for continuous measurements (e.g., permeability, clearance, half-life) or binary classification for categorical outcomes (e.g., BBB penetration, CYP inhibition). Dataset: cyp2d6_substrate_carbonmangels. From a dataset of CYP2D6 substrate classification data from Carbon-Mangels et al.. (1) The molecule is C[C@@H]1CO[C@]2(c3ccccc3Cl)c3cc(Cl)ccc3NC(=O)CN12. The result is 0 (non-substrate). (2) The compound is CN1CCN(C(=O)O[C@H]2c3nccnc3C(=O)N2c2ccc(Cl)cn2)CC1. The result is 0 (non-substrate).